This data is from Catalyst prediction with 721,799 reactions and 888 catalyst types from USPTO. The task is: Predict which catalyst facilitates the given reaction. (1) Reactant: Cl[C:2]1[CH:3]=[CH:4][C:5]2[N:6]([C:8]([C:11]3[CH:16]=[CH:15][CH:14]=[C:13]([O:17][C:18]([F:21])([F:20])[F:19])[CH:12]=3)=[CH:9][N:10]=2)[N:7]=1.C([NH:29][C@@H:30]([CH2:33][CH3:34])[CH2:31][OH:32])(OC(C)(C)C)=O.CC([O-])(C)C.[Na+]. Product: [F:19][C:18]([F:21])([F:20])[O:17][C:13]1[CH:12]=[C:11]([C:8]2[N:6]3[N:7]=[C:2]([NH:29][C@@H:30]([CH2:33][CH3:34])[CH2:31][OH:32])[CH:3]=[CH:4][C:5]3=[N:10][CH:9]=2)[CH:16]=[CH:15][CH:14]=1. The catalyst class is: 187. (2) Reactant: [Cl:1][C:2]1[CH:3]=[C:4]([C:9]2[O:13][C:12]([CH2:14][CH2:15][NH:16][C:17]([C:19]3[NH:23][N:22]=[C:21]([C:24](O)=[O:25])[CH:20]=3)=[O:18])=[CH:11][CH:10]=2)[CH:5]=[CH:6][C:7]=1[Cl:8].CCN=C=NCCCN(C)C.C1C=CC2N(O)N=NC=2C=1.CCN(C(C)C)C(C)C.[NH:57]1[CH2:62][CH2:61][NH:60][CH2:59][CH2:58]1. Product: [Cl:1][C:2]1[CH:3]=[C:4]([C:9]2[O:13][C:12]([CH2:14][CH2:15][NH:16][C:17]([C:19]3[NH:23][N:22]=[C:21]([C:24]([N:57]4[CH2:62][CH2:61][NH:60][CH2:59][CH2:58]4)=[O:25])[CH:20]=3)=[O:18])=[CH:11][CH:10]=2)[CH:5]=[CH:6][C:7]=1[Cl:8]. The catalyst class is: 735.